This data is from Forward reaction prediction with 1.9M reactions from USPTO patents (1976-2016). The task is: Predict the product of the given reaction. Given the reactants [C:1]([N:5]1[C:9]([C:10]2[CH:15]=[CH:14][C:13]([O:16][CH3:17])=[CH:12][CH:11]=2)=[C:8]([C:18]([O:20]CC)=[O:19])[CH:7]=[N:6]1)([CH3:4])([CH3:3])[CH3:2].[OH-].[Na+], predict the reaction product. The product is: [C:1]([N:5]1[C:9]([C:10]2[CH:15]=[CH:14][C:13]([O:16][CH3:17])=[CH:12][CH:11]=2)=[C:8]([C:18]([OH:20])=[O:19])[CH:7]=[N:6]1)([CH3:4])([CH3:2])[CH3:3].